This data is from NCI-60 drug combinations with 297,098 pairs across 59 cell lines. The task is: Regression. Given two drug SMILES strings and cell line genomic features, predict the synergy score measuring deviation from expected non-interaction effect. (1) Drug 1: CCCS(=O)(=O)NC1=C(C(=C(C=C1)F)C(=O)C2=CNC3=C2C=C(C=N3)C4=CC=C(C=C4)Cl)F. Drug 2: COC1=C2C(=CC3=C1OC=C3)C=CC(=O)O2. Cell line: MOLT-4. Synergy scores: CSS=-0.293, Synergy_ZIP=2.72, Synergy_Bliss=5.30, Synergy_Loewe=1.66, Synergy_HSA=1.75. (2) Drug 1: C1CN1C2=NC(=NC(=N2)N3CC3)N4CC4. Drug 2: CC12CCC3C(C1CCC2O)C(CC4=C3C=CC(=C4)O)CCCCCCCCCS(=O)CCCC(C(F)(F)F)(F)F. Cell line: MALME-3M. Synergy scores: CSS=18.1, Synergy_ZIP=-7.20, Synergy_Bliss=-3.59, Synergy_Loewe=-2.41, Synergy_HSA=0.451.